This data is from Catalyst prediction with 721,799 reactions and 888 catalyst types from USPTO. The task is: Predict which catalyst facilitates the given reaction. (1) Reactant: [H-].[Na+].[Br:3][C:4]1[CH:5]=[C:6]2[C:10](=[C:11]([C:13](=[O:21])[C:14]3[CH:19]=[CH:18][C:17]([F:20])=[CH:16][CH:15]=3)[CH:12]=1)[NH:9][CH:8]=[CH:7]2.[H][H].I[CH2:25][CH3:26]. Product: [Br:3][C:4]1[CH:5]=[C:6]2[C:10](=[C:11]([C:13](=[O:21])[C:14]3[CH:19]=[CH:18][C:17]([F:20])=[CH:16][CH:15]=3)[CH:12]=1)[N:9]([CH2:25][CH3:26])[CH:8]=[CH:7]2. The catalyst class is: 9. (2) Reactant: [CH3:1][C:2]1[N:3]([CH2:19][C:20]([OH:22])=[O:21])[C:4]2[C:9]([C:10]=1[CH2:11][C:12]1[CH:17]=[CH:16][C:15](=[O:18])[NH:14][N:13]=1)=[CH:8][CH:7]=[CH:6][CH:5]=2.[F:23][C:24]1[C:31]([F:32])=[CH:30][CH:29]=[CH:28][C:25]=1[CH2:26]Br.C(=O)([O-])[O-].[K+].[K+].CN(C=O)C. Product: [F:23][C:24]1[C:31]([F:32])=[CH:30][CH:29]=[CH:28][C:25]=1[CH2:26][N:14]1[C:15](=[O:18])[CH:16]=[CH:17][C:12]([CH2:11][C:10]2[C:9]3[C:4](=[CH:5][CH:6]=[CH:7][CH:8]=3)[N:3]([CH2:19][C:20]([O:22][CH2:26][C:25]3[CH:28]=[CH:29][CH:30]=[C:31]([F:32])[C:24]=3[F:23])=[O:21])[C:2]=2[CH3:1])=[N:13]1. The catalyst class is: 6.